Dataset: Acute oral toxicity (LD50) regression data from Zhu et al.. Task: Regression/Classification. Given a drug SMILES string, predict its toxicity properties. Task type varies by dataset: regression for continuous values (e.g., LD50, hERG inhibition percentage) or binary classification for toxic/non-toxic outcomes (e.g., AMES mutagenicity, cardiotoxicity, hepatotoxicity). Dataset: ld50_zhu. (1) The drug is CC(=O)CCl. The rat oral LD50 is 2.97, given as -log10 of the dose in mol/kg body weight (higher means more acutely toxic). (2) The compound is COc1ccccc1NC(=O)CNC(=O)Cc1ccc(C(=O)c2ccc(C)cc2)n1C. The rat oral LD50 is 2.43, given as -log10 of the dose in mol/kg body weight (higher means more acutely toxic).